This data is from Full USPTO retrosynthesis dataset with 1.9M reactions from patents (1976-2016). The task is: Predict the reactants needed to synthesize the given product. (1) Given the product [Br:17][CH2:2][C@H:3]([N:5]1[C:13](=[O:14])[C:12]2[C:7](=[CH:8][CH:9]=[CH:10][CH:11]=2)[C:6]1=[O:15])[CH3:4], predict the reactants needed to synthesize it. The reactants are: O[CH2:2][C@H:3]([N:5]1[C:13](=[O:14])[C:12]2[C:7](=[CH:8][CH:9]=[CH:10][CH:11]=2)[C:6]1=[O:15])[CH3:4].P(Br)(Br)[Br:17]. (2) The reactants are: [CH3:1][C:2]([C:6]1[C:11]([C:12]([F:15])([F:14])[F:13])=[CH:10][C:9]([N+:16]([O-])=O)=[CH:8][N:7]=1)([CH3:5])[CH:3]=[O:4].CC(=O)OCC. Given the product [NH2:16][C:9]1[CH:10]=[C:11]([C:12]([F:15])([F:13])[F:14])[C:6]([C:2]([CH3:5])([CH3:1])[CH2:3][OH:4])=[N:7][CH:8]=1, predict the reactants needed to synthesize it. (3) Given the product [CH3:28][N:10]([CH3:9])[C:11]1([C:21]2[CH:26]=[CH:25][C:24]([F:27])=[CH:23][CH:22]=2)[CH2:12][CH2:13][C:14](=[CH:17][C:18]([NH:2][CH2:7][CH2:6][CH2:46][C:38]2[CH:39]=[CH:40][CH:41]=[CH:42][CH:43]=2)=[O:19])[CH2:15][CH2:16]1, predict the reactants needed to synthesize it. The reactants are: C[N:2]1[CH2:7][CH2:6]OCC1.Cl.[CH3:9][N:10]([CH3:28])[C:11]1([C:21]2[CH:26]=[CH:25][C:24]([F:27])=[CH:23][CH:22]=2)[CH2:16][CH2:15][C:14](=[CH:17][C:18](O)=[O:19])[CH2:13][CH2:12]1.[CH:38]1(N=C=N[CH:38]2[CH2:43][CH2:42][CH2:41][CH2:40][CH2:39]2)[CH2:43][CH2:42][CH2:41][CH2:40][CH2:39]1.[OH-].[Na+].[CH3:46]N(C)C=O. (4) Given the product [Br:22][C:23]1[S:24][C:25]([CH3:30])=[C:26]([CH2:28][O:1][N:2]=[C:3]([C:10]2[N:14]([CH3:15])[N:13]=[N:12][N:11]=2)[C:4]2[CH:5]=[CH:6][CH:7]=[CH:8][CH:9]=2)[N:27]=1, predict the reactants needed to synthesize it. The reactants are: [OH:1][N:2]=[C:3]([C:10]1[N:14]([CH3:15])[N:13]=[N:12][N:11]=1)[C:4]1[CH:9]=[CH:8][CH:7]=[CH:6][CH:5]=1.C([O-])([O-])=O.[Cs+].[Cs+].[Br:22][C:23]1[S:24][C:25]([CH3:30])=[C:26]([CH2:28]Br)[N:27]=1. (5) Given the product [N+:24]([C:19]1[CH:20]=[CH:21][CH:22]=[CH:23][C:18]=1[NH:1][C:2]1[CH:16]=[CH:15][C:5]([CH2:6][NH:7][C:8](=[O:14])[O:9][C:10]([CH3:12])([CH3:13])[CH3:11])=[CH:4][CH:3]=1)([O-:26])=[O:25], predict the reactants needed to synthesize it. The reactants are: [NH2:1][C:2]1[CH:16]=[CH:15][C:5]([CH2:6][NH:7][C:8](=[O:14])[O:9][C:10]([CH3:13])([CH3:12])[CH3:11])=[CH:4][CH:3]=1.F[C:18]1[CH:23]=[CH:22][CH:21]=[CH:20][C:19]=1[N+:24]([O-:26])=[O:25].C(=O)([O-])[O-].[K+].[K+].